This data is from Catalyst prediction with 721,799 reactions and 888 catalyst types from USPTO. The task is: Predict which catalyst facilitates the given reaction. Reactant: [NH2:1][C:2]1[S:3][CH:4]=[C:5]([CH3:10])[C:6]=1[C:7]([NH2:9])=[O:8].CCN(CC)CC.CN(C1C=CC=CN=1)C.[CH3:27][O:28][C:29]1[CH:37]=[CH:36][CH:35]=[CH:34][C:30]=1[C:31](Cl)=[O:32]. Product: [CH3:27][O:28][C:29]1[CH:37]=[CH:36][CH:35]=[CH:34][C:30]=1[C:31]([NH:1][C:2]1[S:3][CH:4]=[C:5]([CH3:10])[C:6]=1[C:7]([NH2:9])=[O:8])=[O:32]. The catalyst class is: 34.